Dataset: Full USPTO retrosynthesis dataset with 1.9M reactions from patents (1976-2016). Task: Predict the reactants needed to synthesize the given product. (1) Given the product [Cl-:26].[CH2:1]([N:3]([CH2:18][CH3:19])[C:4](=[O:17])[CH2:5][N:6]1[C:14]2[C:9](=[CH:10][CH:11]=[CH:12][CH:13]=2)[C:8]([CH:15]=[C:27]2[C:35]3[N+:30](=[CH:31][CH:32]=[CH:33][CH:34]=3)[CH2:29][CH2:28]2)=[CH:7]1)[CH3:2], predict the reactants needed to synthesize it. The reactants are: [CH2:1]([N:3]([CH2:18][CH3:19])[C:4](=[O:17])[CH2:5][N:6]1[C:14]2[C:9](=[CH:10][CH:11]=[CH:12][CH:13]=2)[C:8]([CH:15]=O)=[CH:7]1)[CH3:2].N1CCCCC1.[Cl-:26].[CH2:27]1[C:35]2[N+:30](=[CH:31][CH:32]=[CH:33][CH:34]=2)[CH2:29][CH2:28]1.C(OCC)(=O)C. (2) Given the product [F:1][C:2]1[CH:3]=[C:4]([NH:8][C:9]([C:11]2[NH:12][C:13]3[C:18]([CH:19]=2)=[CH:17][C:16]([CH:20]2[CH2:24][CH2:23][N:22]([C:37](=[O:38])[CH2:36][O:35][CH3:34])[CH2:21]2)=[CH:15][CH:14]=3)=[O:10])[CH:5]=[N:6][CH:7]=1, predict the reactants needed to synthesize it. The reactants are: [F:1][C:2]1[CH:3]=[C:4]([NH:8][C:9]([C:11]2[NH:12][C:13]3[C:18]([CH:19]=2)=[CH:17][C:16]([CH:20]2[CH2:24][CH2:23][NH:22][CH2:21]2)=[CH:15][CH:14]=3)=[O:10])[CH:5]=[N:6][CH:7]=1.C(N(CC)C(C)C)(C)C.[CH3:34][O:35][CH2:36][C:37](Cl)=[O:38]. (3) Given the product [CH:1]([N:4]1[CH2:9][CH2:8][CH:7]([O:10][C:11]2[CH:19]=[CH:18][C:17]3[N:16]4[C@H:20]([CH3:25])[CH2:21][N:22]([CH2:29][CH2:28][O:27][CH3:26])[C:23](=[O:24])[C:15]4=[CH:14][C:13]=3[CH:12]=2)[CH2:6][CH2:5]1)([CH3:3])[CH3:2], predict the reactants needed to synthesize it. The reactants are: [CH:1]([N:4]1[CH2:9][CH2:8][CH:7]([O:10][C:11]2[CH:19]=[CH:18][C:17]3[N:16]4[C@H:20]([CH3:25])[CH2:21][NH:22][C:23](=[O:24])[C:15]4=[CH:14][C:13]=3[CH:12]=2)[CH2:6][CH2:5]1)([CH3:3])[CH3:2].[CH3:26][O:27][CH2:28][CH2:29]Br.[H-].[Na+]. (4) Given the product [O:23]=[C:24]1[NH:28][C:27]2[CH:29]=[CH:30][C:31]([CH2:33][N:3]3[CH2:4][C:5]4([CH2:6][CH2:7][N:8]([C:11]([O:13][CH2:14][C:15]5[CH:20]=[C:19]([Cl:21])[CH:18]=[C:17]([Cl:22])[CH:16]=5)=[O:12])[CH2:9][CH2:10]4)[CH2:2]3)=[CH:32][C:26]=2[O:25]1, predict the reactants needed to synthesize it. The reactants are: Cl.[CH2:2]1[C:5]2([CH2:10][CH2:9][N:8]([C:11]([O:13][CH2:14][C:15]3[CH:20]=[C:19]([Cl:21])[CH:18]=[C:17]([Cl:22])[CH:16]=3)=[O:12])[CH2:7][CH2:6]2)[CH2:4][NH:3]1.[O:23]=[C:24]1[NH:28][C:27]2[CH:29]=[CH:30][C:31]([CH:33]=O)=[CH:32][C:26]=2[O:25]1.C(O[BH-](OC(=O)C)OC(=O)C)(=O)C.[Na+].C(O)(=O)C. (5) Given the product [F:26][CH:27]([F:30])[CH2:28][NH:29][C:8]([NH:9][C:10]1[CH:11]=[CH:12][C:13]([B:16]2[O:17][C:18]([CH3:24])([CH3:23])[C:19]([CH3:21])([CH3:22])[O:20]2)=[CH:14][CH:15]=1)=[O:25], predict the reactants needed to synthesize it. The reactants are: C1(O[C:8](=[O:25])[NH:9][C:10]2[CH:15]=[CH:14][C:13]([B:16]3[O:20][C:19]([CH3:22])([CH3:21])[C:18]([CH3:24])([CH3:23])[O:17]3)=[CH:12][CH:11]=2)C=CC=CC=1.[F:26][CH:27]([F:30])[CH2:28][NH2:29]. (6) Given the product [Cl:16][C:17]1[N:22]=[C:21]([NH:13][C:12]2[CH:11]=[CH:10][C:9]([CH2:8][S:5]([NH:4][CH2:1][C:2]#[CH:3])(=[O:6])=[O:7])=[CH:15][CH:14]=2)[C:20]([F:24])=[CH:19][N:18]=1, predict the reactants needed to synthesize it. The reactants are: [CH2:1]([NH:4][S:5]([CH2:8][C:9]1[CH:15]=[CH:14][C:12]([NH2:13])=[CH:11][CH:10]=1)(=[O:7])=[O:6])[C:2]#[CH:3].[Cl:16][C:17]1[N:22]=[C:21](Cl)[C:20]([F:24])=[CH:19][N:18]=1.